This data is from Reaction yield outcomes from USPTO patents with 853,638 reactions. The task is: Predict the reaction yield, written as a fraction of the theoretical maximum amount of product (1.0 means a 100% yield; for example, 0.34 means a 34% yield). (1) The reactants are [OH:1][S:2]([OH:5])(=[O:4])=[O:3].[CH3:6][N:7]([C:10]1[N:15]=[C:14]([NH:16][CH2:17][CH2:18][CH3:19])[N:13]=[C:12]([NH:20][CH2:21][CH2:22][CH3:23])[N:11]=1)[NH:8][CH3:9]. The catalyst is O1CCOCC1. The product is [S:2]([OH:5])([OH:4])(=[O:3])=[O:1].[CH2:17]([NH:16][C:14]1[N:13]=[C:12]([NH:20][CH2:21][CH2:22][CH3:23])[N:11]=[C:10]([N:7]([CH3:6])[NH:8][CH3:9])[N:15]=1)[CH2:18][CH3:19]. The yield is 1.00. (2) The reactants are [CH3:1][O:2][C:3]1[C:12]2[C:7](=[CH:8][CH:9]=[CH:10][CH:11]=2)[C:6]([N+:13]([O-:15])=[O:14])=[CH:5][C:4]=1[S:16][CH2:17][C:18](OC)=O.SCC[C:25]([O:27][CH3:28])=[O:26]. No catalyst specified. The product is [CH3:1][O:2][C:3]1[C:12]2[C:7](=[CH:8][CH:9]=[CH:10][CH:11]=2)[C:6]([N+:13]([O-:15])=[O:14])=[CH:5][C:4]=1[S:16][CH2:17][CH2:18][C:25]([O:27][CH3:28])=[O:26]. The yield is 0.660.